Dataset: Forward reaction prediction with 1.9M reactions from USPTO patents (1976-2016). Task: Predict the product of the given reaction. (1) Given the reactants [CH2:1]([O:8][C:9](=[O:25])[NH:10][C:11]1[CH:16]=[CH:15][N:14]([CH:17]2[CH2:21][O:20][CH:19]([CH2:22][OH:23])[O:18]2)[C:13](=[O:24])[N:12]=1)[C:2]1[CH:7]=[CH:6][CH:5]=[CH:4][CH:3]=1.[CH3:26][C:27]([CH3:43])([CH2:31][CH2:32][CH2:33][CH2:34][CH2:35][CH2:36][C:37]1[CH:42]=[CH:41][CH:40]=[CH:39][CH:38]=1)[C:28](O)=[O:29].CCN=C=NCCCN(C)C, predict the reaction product. The product is: [CH2:1]([O:8][C:9]([NH:10][C:11]1[CH:16]=[CH:15][N:14]([CH:17]2[CH2:21][O:20][CH:19]([CH2:22][O:23][C:28](=[O:29])[C:27]([CH3:26])([CH3:43])[CH2:31][CH2:32][CH2:33][CH2:34][CH2:35][CH2:36][C:37]3[CH:38]=[CH:39][CH:40]=[CH:41][CH:42]=3)[O:18]2)[C:13](=[O:24])[N:12]=1)=[O:25])[C:2]1[CH:3]=[CH:4][CH:5]=[CH:6][CH:7]=1. (2) The product is: [NH2:12][C:2]1[CH:3]=[N:4][CH:5]=[C:6]([O:8][CH3:9])[CH:7]=1. Given the reactants Br[C:2]1[CH:3]=[N:4][CH:5]=[C:6]([O:8][CH3:9])[CH:7]=1.[OH-].[Na+].[NH3:12], predict the reaction product.